From a dataset of Reaction yield outcomes from USPTO patents with 853,638 reactions. Predict the reaction yield, written as a fraction of the theoretical maximum amount of product (1.0 means a 100% yield; for example, 0.34 means a 34% yield). The reactants are [N:1]#[C:2][NH2:3].[N:4]([C:7]1[CH:12]=[CH:11][C:10]([N:13]2[CH2:18][CH2:17][N:16]([CH3:19])[CH2:15][CH2:14]2)=[CH:9][CH:8]=1)=[C:5]=[S:6].[O:20]1[C:24]2[CH:25]=[CH:26][C:27]([C:29](=[O:32])[CH2:30]Br)=[CH:28][C:23]=2[O:22][CH2:21]1. No catalyst specified. The product is [NH2:1][C:2]1[N:3]=[C:5]([NH:4][C:7]2[CH:8]=[CH:9][C:10]([N:13]3[CH2:14][CH2:15][N:16]([CH3:19])[CH2:17][CH2:18]3)=[CH:11][CH:12]=2)[S:6][C:30]=1[C:29]([C:27]1[CH:26]=[CH:25][C:24]2[O:20][CH2:21][O:22][C:23]=2[CH:28]=1)=[O:32]. The yield is 0.750.